Dataset: Reaction yield outcomes from USPTO patents with 853,638 reactions. Task: Predict the reaction yield, written as a fraction of the theoretical maximum amount of product (1.0 means a 100% yield; for example, 0.34 means a 34% yield). (1) The reactants are [N+:1]([C:4]1[CH:10]=[C:9]([N+:11]([O-:13])=[O:12])[CH:8]=[C:7](Br)[C:5]=1[NH2:6])([O-:3])=[O:2].[CH2:15]([Sn]([CH2:15][CH2:16][CH2:17][CH3:18])([CH2:15][CH2:16][CH2:17][CH3:18])[CH2:15][CH2:16][CH2:17][CH3:18])[CH2:16][CH2:17][CH3:18]. The catalyst is CN(C=O)C. The product is [N+:1]([C:4]1[CH:10]=[C:9]([N+:11]([O-:13])=[O:12])[CH:8]=[C:7]([CH2:15][CH2:16][CH2:17][CH3:18])[C:5]=1[NH2:6])([O-:3])=[O:2]. The yield is 0.270. (2) The reactants are COC([C:5]12[CH2:11][C:8]([C:12]([OH:14])=[O:13])([CH2:9][CH2:10]1)[CH2:7][CH2:6]2)=O.CC[N:17]([CH:21](C)C)C(C)C.C1C=CC([O:30]P(OC2C=CC=CC=2)(N=[N+]=[N-])=O)=CC=1.[CH2:43]([OH:50])[C:44]1[CH:49]=[CH:48][CH:47]=[CH:46][CH:45]=1. The catalyst is CO.C(OCC)(=O)C.C1(C)C=CC=CC=1. The product is [CH2:43]([O:50][C:21]([NH:17][C:5]12[CH2:11][C:8]([C:12]([OH:14])=[O:13])([CH2:7][CH2:6]1)[CH2:9][CH2:10]2)=[O:30])[C:44]1[CH:49]=[CH:48][CH:47]=[CH:46][CH:45]=1. The yield is 0.910. (3) The yield is 0.970. The catalyst is P(Cl)(Cl)(Cl)=O. The product is [C:1]([C:5]1[CH:6]=[C:7]([C:11]#[N:13])[N:8]([CH3:10])[N:9]=1)([CH3:4])([CH3:2])[CH3:3]. The reactants are [C:1]([C:5]1[CH:6]=[C:7]([C:11]([NH2:13])=O)[N:8]([CH3:10])[N:9]=1)([CH3:4])([CH3:3])[CH3:2].